Dataset: Reaction yield outcomes from USPTO patents with 853,638 reactions. Task: Predict the reaction yield, written as a fraction of the theoretical maximum amount of product (1.0 means a 100% yield; for example, 0.34 means a 34% yield). The reactants are [ClH:1].[OH:2][C:3]([C:35]1[CH:40]=[CH:39][CH:38]=[CH:37][CH:36]=1)([C:29]1[CH:34]=[CH:33][CH:32]=[CH:31][CH:30]=1)[CH:4]1[CH2:9][CH2:8][N:7]([CH2:10][CH2:11][CH2:12][C:13]([C:15]2[CH:20]=[CH:19][C:18]([C:21]([CH3:28])([CH3:27])[C:22]([O:24]CC)=[O:23])=[CH:17][CH:16]=2)=[O:14])[CH2:6][CH2:5]1.[OH-].[Na+].[BH4-].[Na+].Cl. The catalyst is O.CC(C)=O.CO. The product is [OH2:2].[ClH:1].[OH:2][C:3]([C:35]1[CH:36]=[CH:37][CH:38]=[CH:39][CH:40]=1)([C:29]1[CH:30]=[CH:31][CH:32]=[CH:33][CH:34]=1)[CH:4]1[CH2:9][CH2:8][N:7]([CH2:10][CH2:11][CH2:12][CH:13]([C:15]2[CH:20]=[CH:19][C:18]([C:21]([CH3:28])([CH3:27])[C:22]([OH:24])=[O:23])=[CH:17][CH:16]=2)[OH:14])[CH2:6][CH2:5]1. The yield is 0.915.